Dataset: Full USPTO retrosynthesis dataset with 1.9M reactions from patents (1976-2016). Task: Predict the reactants needed to synthesize the given product. (1) The reactants are: C[N:2]([CH:4]=[C:5]1[C:13]2[C:8](=[CH:9][CH:10]=[CH:11][C:12]=2[CH2:14][O:15][Si](C(C)(C)C)(C)C)[NH:7][C:6]1=[O:23])[CH3:3].Cl.[CH3:25][NH:26][S:27](=[O:36])([C:29]1[CH:34]=[CH:33]C(N)=[CH:31][CH:30]=1)=[O:28]. Given the product [OH:15][CH2:14][C:12]1[CH:11]=[CH:10][CH:9]=[C:8]2[C:13]=1[C:5](=[CH:4][NH:2][C:3]1[CH:33]=[CH:34][C:29]([S:27]([NH:26][CH3:25])(=[O:36])=[O:28])=[CH:30][CH:31]=1)[C:6](=[O:23])[NH:7]2, predict the reactants needed to synthesize it. (2) Given the product [Cl:1][C:2]1[CH:11]=[C:10]2[C:5]([CH:6]=[CH:7][N+:8]([O-:18])=[CH:9]2)=[CH:4][C:3]=1[F:12], predict the reactants needed to synthesize it. The reactants are: [Cl:1][C:2]1[CH:11]=[C:10]2[C:5]([CH:6]=[CH:7][N:8]=[CH:9]2)=[CH:4][C:3]=1[F:12].ClC1C=C(C=CC=1)C(OO)=[O:18]. (3) The reactants are: Cl[CH2:2][C:3]1[C:4]([C:9]2[CH:14]=[CH:13][CH:12]=[CH:11][C:10]=2[O:15][CH3:16])=[N:5][CH:6]=[CH:7][CH:8]=1.[OH:17][C:18]1[C:19]([CH:26]=[O:27])=[CH:20][C:21]([O:24][CH3:25])=[N:22][CH:23]=1.C(=O)([O-])[O-].[K+].[K+]. Given the product [CH3:25][O:24][C:21]1[CH:20]=[C:19]([CH:26]=[O:27])[C:18]([O:17][CH2:2][C:3]2[C:4]([C:9]3[CH:14]=[CH:13][CH:12]=[CH:11][C:10]=3[O:15][CH3:16])=[N:5][CH:6]=[CH:7][CH:8]=2)=[CH:23][N:22]=1, predict the reactants needed to synthesize it. (4) Given the product [Cl:1][C:2]1[CH:3]=[C:4]([CH3:16])[C:5]2[O:10][CH:9]([CH:11]([CH3:12])[CH3:13])[CH2:8][NH:7][C:6]=2[CH:15]=1, predict the reactants needed to synthesize it. The reactants are: [Cl:1][C:2]1[CH:3]=[C:4]([CH3:16])[C:5]2[O:10][CH:9]([CH:11]([CH3:13])[CH3:12])[C:8](=O)[NH:7][C:6]=2[CH:15]=1.B.O1CCCC1.Cl.O. (5) The reactants are: [N:1]1([C:7]2[N:8]=[C:9]([CH2:14][C:15]([O-:17])=O)[NH:10][C:11](=[O:13])[CH:12]=2)[CH2:6][CH2:5][O:4][CH2:3][CH2:2]1.[Na+].O.[NH2:20][C:21]1[CH:26]=[CH:25][C:24]([F:27])=[CH:23][N:22]=1. Given the product [F:27][C:24]1[CH:25]=[CH:26][C:21]([NH:20][C:15](=[O:17])[CH2:14][C:9]2[NH:10][C:11](=[O:13])[CH:12]=[C:7]([N:1]3[CH2:2][CH2:3][O:4][CH2:5][CH2:6]3)[N:8]=2)=[N:22][CH:23]=1, predict the reactants needed to synthesize it. (6) Given the product [O:44]=[C:38]1[CH:37]([N:31]2[CH2:30][C:29]3[C:33](=[CH:34][CH:35]=[C:27]([CH2:26][NH:25][C:3](=[O:5])[C:2]([F:1])([F:18])[C:6]4[CH:11]=[CH:10][C:9]([O:12][CH3:13])=[CH:8][C:7]=4[C:14]([F:17])([F:16])[F:15])[CH:28]=3)[C:32]2=[O:36])[CH2:42][CH2:41][C:40](=[O:43])[NH:39]1, predict the reactants needed to synthesize it. The reactants are: [F:1][C:2]([F:18])([C:6]1[CH:11]=[CH:10][C:9]([O:12][CH3:13])=[CH:8][C:7]=1[C:14]([F:17])([F:16])[F:15])[C:3]([OH:5])=O.P(Cl)(Cl)(Cl)=O.Cl.[NH2:25][CH2:26][C:27]1[CH:28]=[C:29]2[C:33](=[CH:34][CH:35]=1)[C:32](=[O:36])[N:31]([CH:37]1[CH2:42][CH2:41][C:40](=[O:43])[NH:39][C:38]1=[O:44])[CH2:30]2.C(=O)(O)[O-].[Na+].